Dataset: HIV replication inhibition screening data with 41,000+ compounds from the AIDS Antiviral Screen. Task: Binary Classification. Given a drug SMILES string, predict its activity (active/inactive) in a high-throughput screening assay against a specified biological target. (1) The compound is Cn1c(=O)c2c(nc3[nH]c(=O)c(Br)cn32)n(C)c1=O. The result is 0 (inactive). (2) The molecule is COc1cc(C2(C)SCCCS2)c(I)c(OC)c1OC. The result is 0 (inactive). (3) The drug is CC1(C)Oc2ccccc2OC1O. The result is 0 (inactive). (4) The molecule is CN(OC(=O)CC(=O)c1ccccc1)C(=O)Cc1ccccc1. The result is 0 (inactive). (5) The molecule is CC(=CCCC=C(C)CCC=C(C)CCC1SC1(C)C)CCC=C(C)CCC1OC1(C)C. The result is 0 (inactive). (6) The compound is COc1cc(C2c3cc4c(cc3C(NC(=O)c3cccs3)C3COC(=O)C23)OCO4)cc(OC)c1OC. The result is 0 (inactive).